Dataset: Full USPTO retrosynthesis dataset with 1.9M reactions from patents (1976-2016). Task: Predict the reactants needed to synthesize the given product. (1) Given the product [Cl:21][C:19]1[CH:18]=[CH:17][C:16]([CH3:22])=[C:15]([C:14]2[CH:13]=[CH:24][NH:23][C:25]=2[C:26]([O:28][CH2:29][CH3:30])=[O:27])[CH:20]=1, predict the reactants needed to synthesize it. The reactants are: [H-].[Na+].CC1C=CC(S(/[CH:13]=[CH:14]/[C:15]2[CH:20]=[C:19]([Cl:21])[CH:18]=[CH:17][C:16]=2[CH3:22])(=O)=O)=CC=1.[N+:23]([CH2:25][C:26]([O:28][CH2:29][CH3:30])=[O:27])#[C-:24].O. (2) Given the product [ClH:17].[CH3:1][NH:2][C:3]1[N:4]=[C:5]([NH:13][CH2:14][C:15]#[CH:16])[N:6]=[C:7]([NH:9][CH2:10][C:11]#[CH:12])[N:8]=1, predict the reactants needed to synthesize it. The reactants are: [CH3:1][NH:2][C:3]1[N:8]=[C:7]([NH:9][CH2:10][C:11]#[CH:12])[N:6]=[C:5]([NH:13][CH2:14][C:15]#[CH:16])[N:4]=1.[ClH:17].C(OCC)C. (3) Given the product [N+:12]([O:11][C@@H:5]([CH2:4][O:3][N+:1]([O-:15])=[O:2])[CH2:6][CH2:7][CH2:8][C:9]([OH:17])=[O:10])([O-:14])=[O:13], predict the reactants needed to synthesize it. The reactants are: [N+:1]([O-:15])([O:3][CH2:4][C@H:5]([O:11][N+:12]([O-:14])=[O:13])[CH2:6][CH2:7][CH2:8][CH2:9][OH:10])=[O:2].I([O-])(=O)(=O)=[O:17].[Na+].C(#N)C.C(Cl)(Cl)Cl. (4) Given the product [CH2:21]([C:15]1[C:16](=[O:17])[N:3]2[C:2]([NH:1][C:5]3[CH:6]=[CH:7][CH:8]=[CH:9][C:4]=32)=[C:10]([C:11]#[N:12])[C:13]=1[CH3:14])[CH3:23], predict the reactants needed to synthesize it. The reactants are: [N:1]1[C:5]2[CH:6]=[CH:7][CH:8]=[CH:9][C:4]=2[NH:3][C:2]=1[CH2:10][C:11]#[N:12].[CH2:13]([CH:15]([C:21]([CH3:23])=O)[C:16](OCC)=[O:17])[CH3:14].C([O-])(=O)C.[NH4+]. (5) Given the product [F:38][C:36]1[CH:35]=[CH:34][C:33]([C:39]([F:42])([F:40])[F:41])=[C:32]([CH:37]=1)[C:31]([N:9]1[CH2:10][CH2:11][N:12]([C:14](=[O:30])[CH2:15][NH:16][C:17]([C:19]2[CH:23]=[C:22]([C:24]3[CH:29]=[CH:28][CH:27]=[CH:26][CH:25]=3)[NH:21][N:20]=2)=[O:18])[CH2:13][CH:8]1[C:6]([OH:7])=[O:5])=[O:43], predict the reactants needed to synthesize it. The reactants are: O[Li].O.C[O:5][C:6]([CH:8]1[CH2:13][N:12]([C:14](=[O:30])[CH2:15][NH:16][C:17]([C:19]2[CH:23]=[C:22]([C:24]3[CH:29]=[CH:28][CH:27]=[CH:26][CH:25]=3)[NH:21][N:20]=2)=[O:18])[CH2:11][CH2:10][N:9]1[C:31](=[O:43])[C:32]1[CH:37]=[C:36]([F:38])[CH:35]=[CH:34][C:33]=1[C:39]([F:42])([F:41])[F:40])=[O:7].O.Cl. (6) Given the product [C:1]([O:5][C:6]([N:8]([CH3:24])[C@H:9]([C:21]([NH:83][C@H:82]([C:81]([N:80]([C@@H:76]([CH:77]([CH3:78])[CH3:79])/[CH:75]=[C:69](\[CH3:68])/[C:70]([O:72][CH2:73][CH3:74])=[O:71])[CH3:89])=[O:88])[C:84]([CH3:86])([CH3:87])[CH3:85])=[O:22])[C:10]([CH3:20])([CH3:19])[C:11]1[CH:16]=[CH:15][CH:14]=[CH:13][C:12]=1[O:17][CH3:18])=[O:7])([CH3:4])([CH3:2])[CH3:3], predict the reactants needed to synthesize it. The reactants are: [C:1]([O:5][C:6]([N:8]([CH3:24])[C@H:9]([C:21](O)=[O:22])[C:10]([CH3:20])([CH3:19])[C:11]1[CH:16]=[CH:15][CH:14]=[CH:13][C:12]=1[O:17][CH3:18])=[O:7])([CH3:4])([CH3:3])[CH3:2].F[P-](F)(F)(F)(F)F.N1(O[P+](N2CCCC2)(N2CCCC2)N2CCCC2)C2C=CC=CC=2N=N1.C(N(C(C)C)CC)(C)C.Cl.[CH3:68]/[C:69](=[CH:75]\[C@@H:76]([N:80]([CH3:89])[C:81](=[O:88])[C@H:82]([C:84]([CH3:87])([CH3:86])[CH3:85])[NH2:83])[CH:77]([CH3:79])[CH3:78])/[C:70]([O:72][CH2:73][CH3:74])=[O:71].